This data is from Forward reaction prediction with 1.9M reactions from USPTO patents (1976-2016). The task is: Predict the product of the given reaction. (1) Given the reactants [C:1]([O:5][C:6]([N:8]([C:16]1[CH:21]=[C:20]([CH3:22])[C:19]([C:23]#[N:24])=[C:18]([CH3:25])[N:17]=1)[C:9](=[O:15])[O:10][C:11]([CH3:14])([CH3:13])[CH3:12])=[O:7])([CH3:4])([CH3:3])[CH3:2], predict the reaction product. The product is: [NH2:24][CH2:23][C:19]1[C:20]([CH3:22])=[CH:21][C:16]([N:8]([C:6]([O:5][C:1]([CH3:4])([CH3:3])[CH3:2])=[O:7])[C:9](=[O:15])[O:10][C:11]([CH3:14])([CH3:13])[CH3:12])=[N:17][C:18]=1[CH3:25]. (2) The product is: [F:1][C:2]1[CH:10]=[CH:9][C:5]([C:6]([OH:8])=[O:7])=[CH:4][C:3]=1[S:11][CH:19]1[CH2:24][CH2:23][CH:22]([CH2:25][C:26]([O:28][CH3:29])=[O:27])[CH2:21][CH2:20]1. Given the reactants [F:1][C:2]1[CH:10]=[CH:9][C:5]([C:6]([OH:8])=[O:7])=[CH:4][C:3]=1[SH:11].C([O-])([O-])=O.[Cs+].[Cs+].O[CH:19]1[CH2:24][CH2:23][CH:22]([CH2:25][C:26]([O:28][CH3:29])=[O:27])[CH2:21][CH2:20]1, predict the reaction product. (3) Given the reactants Br[C:2]1[CH:3]=[C:4]2[C:9](=[CH:10][CH:11]=1)[N:8]1[C:12]([CH3:15])=[N:13][N:14]=[C:7]1[CH2:6][CH2:5]2.[B:16]1([B:16]2[O:20][C:19]([CH3:22])([CH3:21])[C:18]([CH3:24])([CH3:23])[O:17]2)[O:20][C:19]([CH3:22])([CH3:21])[C:18]([CH3:24])([CH3:23])[O:17]1.C([O-])(=O)C.[K+].C1(P(C2CCCCC2)C2CCCCC2)CCCCC1, predict the reaction product. The product is: [CH3:15][C:12]1[N:8]2[C:9]3[C:4]([CH2:5][CH2:6][C:7]2=[N:14][N:13]=1)=[CH:3][C:2]([B:16]1[O:20][C:19]([CH3:22])([CH3:21])[C:18]([CH3:24])([CH3:23])[O:17]1)=[CH:11][CH:10]=3. (4) Given the reactants [F:1][C:2]([F:13])([F:12])[O:3][C:4]1[CH:11]=[CH:10][C:7]([CH:8]=O)=[CH:6][CH:5]=1.[NH2:14][C:15]1[S:16][C:17]([CH3:20])=[N:18][N:19]=1.C([O:23][C:24](=O)[C:25]([OH:37])=[CH:26][C:27]([C:29]1[CH:34]=[CH:33][C:32]([O:35][CH3:36])=[CH:31][CH:30]=1)=[O:28])C, predict the reaction product. The product is: [OH:37][C:25]1[C:24](=[O:23])[N:14]([C:15]2[S:16][C:17]([CH3:20])=[N:18][N:19]=2)[CH:8]([C:7]2[CH:10]=[CH:11][C:4]([O:3][C:2]([F:13])([F:12])[F:1])=[CH:5][CH:6]=2)[C:26]=1[C:27](=[O:28])[C:29]1[CH:34]=[CH:33][C:32]([O:35][CH3:36])=[CH:31][CH:30]=1. (5) Given the reactants C[O:2][C:3](=[O:34])[C@H:4]([O:6][C:7]1[CH:12]=[CH:11][C:10]([CH2:13][NH:14][C:15]([C:17]2[C:18]([O:23][C:24]3[CH:32]=[CH:31][C:27]4[O:28][CH2:29][O:30][C:26]=4[CH:25]=3)=[N:19][CH:20]=[CH:21][CH:22]=2)=[O:16])=[C:9]([F:33])[CH:8]=1)[CH3:5].COC(=O)COC1C=CC(CNC(C2C(OC3C=CC4OCOC=4C=3)=NC=CC=2)=O)=C(F)C=1, predict the reaction product. The product is: [O:28]1[C:27]2[CH:31]=[CH:32][C:24]([O:23][C:18]3[C:17]([C:15]([NH:14][CH2:13][C:10]4[CH:11]=[CH:12][C:7]([O:6][C@H:4]([CH3:5])[C:3]([OH:34])=[O:2])=[CH:8][C:9]=4[F:33])=[O:16])=[CH:22][CH:21]=[CH:20][N:19]=3)=[CH:25][C:26]=2[O:30][CH2:29]1. (6) Given the reactants [C:1]([O:5][C:6]([NH:8][C:9]1[S:10][CH:11]=[C:12]([CH:14]([CH2:20][CH:21]=C)[C:15]([O:17][CH2:18][CH3:19])=[O:16])[N:13]=1)=[O:7])([CH3:4])([CH3:3])[CH3:2].C[N+]1([O-])CC[O:27]CC1.CC(C)=O.O.S(=O)(=O)(O)[O-].[Na+], predict the reaction product. The product is: [C:1]([O:5][C:6]([NH:8][C:9]1[S:10][CH:11]=[C:12]([CH:14]([CH2:20][CH:21]=[O:27])[C:15]([O:17][CH2:18][CH3:19])=[O:16])[N:13]=1)=[O:7])([CH3:2])([CH3:3])[CH3:4]. (7) Given the reactants [NH2:1][C:2]1[C:7]([NH:8][C:9](=[O:14])[CH2:10][CH2:11][CH2:12]Br)=[CH:6][C:5]([Br:15])=[CH:4][N:3]=1.C(=O)([O-])[O-].[K+].[K+], predict the reaction product. The product is: [NH2:1][C:2]1[C:7]([N:8]2[CH2:12][CH2:11][CH2:10][C:9]2=[O:14])=[CH:6][C:5]([Br:15])=[CH:4][N:3]=1. (8) Given the reactants [F:1][C:2]([F:14])([F:13])[O:3][C:4]1[CH:5]=[C:6]([S:10]([O-:12])=[O:11])[CH:7]=[CH:8][CH:9]=1.[Na+].Br[C:17]1[CH:25]=[C:24]([CH3:26])[C:23]2[N:22]([CH3:27])[C:21]3[CH2:28][CH:29]4[NH:33][CH:32]([C:20]=3[C:19]=2[C:18]=1[C:34]([O:36][C:37]([CH3:40])([CH3:39])[CH3:38])=[O:35])[CH2:31][CH2:30]4, predict the reaction product. The product is: [F:14][C:2]([F:1])([F:13])[O:3][C:4]1[CH:5]=[C:6]([S:10]([C:17]2[CH:25]=[C:24]([CH3:26])[C:23]3[N:22]([CH3:27])[C:21]4[CH2:28][CH:29]5[NH:33][CH:32]([C:20]=4[C:19]=3[C:18]=2[C:34]([O:36][C:37]([CH3:40])([CH3:39])[CH3:38])=[O:35])[CH2:31][CH2:30]5)(=[O:12])=[O:11])[CH:7]=[CH:8][CH:9]=1. (9) Given the reactants [NH2:1][C:2]1[CH:3]=[N:4][CH:5]=[CH:6][CH:7]=1.[OH-].[Na+].[Cl:10][CH2:11][C:12](Cl)=[O:13], predict the reaction product. The product is: [Cl:10][CH2:11][C:12]([NH:1][C:2]1[CH:3]=[N:4][CH:5]=[CH:6][CH:7]=1)=[O:13]. (10) Given the reactants Br[CH2:2][C:3]([C:5]1[C:10]([CH3:11])=[CH:9][C:8]([O:12][C:13]2[CH:18]=[CH:17][C:16]([O:19][CH2:20][CH2:21][O:22][CH3:23])=[CH:15][CH:14]=2)=[CH:7][C:6]=1[CH3:24])=O.[NH2:25][C:26]([NH2:28])=[S:27], predict the reaction product. The product is: [CH3:23][O:22][CH2:21][CH2:20][O:19][C:16]1[CH:17]=[CH:18][C:13]([O:12][C:8]2[CH:9]=[C:10]([CH3:11])[C:5]([C:3]3[N:25]=[C:26]([NH2:28])[S:27][CH:2]=3)=[C:6]([CH3:24])[CH:7]=2)=[CH:14][CH:15]=1.